This data is from Forward reaction prediction with 1.9M reactions from USPTO patents (1976-2016). The task is: Predict the product of the given reaction. (1) Given the reactants [CH3:1][S:2](Cl)(=[O:4])=[O:3].[OH:6][CH2:7][CH2:8][O:9][C:10]1[CH:15]=[CH:14][C:13]([C:16]2[CH:21]=[CH:20][C:19]([C:22]([O:24][CH2:25][CH3:26])=[O:23])=[CH:18][CH:17]=2)=[CH:12][CH:11]=1.C(N(CC)CC)C.Cl, predict the reaction product. The product is: [CH3:1][S:2]([O:6][CH2:7][CH2:8][O:9][C:10]1[CH:11]=[CH:12][C:13]([C:16]2[CH:21]=[CH:20][C:19]([C:22]([O:24][CH2:25][CH3:26])=[O:23])=[CH:18][CH:17]=2)=[CH:14][CH:15]=1)(=[O:4])=[O:3]. (2) Given the reactants [Cl:1][C:2]1[CH:10]=[CH:9][C:5]([C:6](O)=[O:7])=[C:4]([CH3:11])[CH:3]=1.ClCCl.C(Cl)(=O)C(Cl)=O.C[N:22](C=O)C, predict the reaction product. The product is: [CH3:11][C:4]1[CH:3]=[C:2]([Cl:1])[CH:10]=[CH:9][C:5]=1[C:6]([NH2:22])=[O:7].